The task is: Predict the product of the given reaction.. This data is from Forward reaction prediction with 1.9M reactions from USPTO patents (1976-2016). (1) The product is: [C:13]1([C@H:10]2[CH2:11][CH2:12][NH:8][CH2:9]2)[CH:18]=[CH:17][CH:16]=[CH:15][CH:14]=1. Given the reactants C(OC([N:8]1[CH2:12][CH2:11][C@H:10]([C:13]2[CH:18]=[CH:17][CH:16]=[CH:15][CH:14]=2)[CH2:9]1)=O)(C)(C)C.Cl, predict the reaction product. (2) The product is: [CH3:1][CH2:2][CH:3]([NH:6][C:7]1[N:12]2[N:13]=[C:14]([CH3:25])[C:15]([C:16]3[CH:21]=[CH:20][C:19]([O:22][CH3:23])=[CH:18][C:17]=3[CH3:24])=[C:11]2[N:10]=[C:9]2[CH:26]=[CH:27][O:28][C:8]=12)[CH2:4][CH3:5]. Given the reactants [CH3:1][CH2:2][CH:3]([NH:6][C:7]1[N:12]2[N:13]=[C:14]([CH3:25])[C:15]([C:16]3[CH:21]=[CH:20][C:19]([O:22][CH3:23])=[CH:18][C:17]=3[CH3:24])=[C:11]2[N:10]=[C:9]2[CH2:26][CH2:27][O:28][C:8]=12)[CH2:4][CH3:5], predict the reaction product. (3) Given the reactants Cl[C:2]1[C:3]2[NH:10][CH:9]=[C:8]([C@@H:11]3[N:15]([C:16]([O:18][C:19]([CH3:22])([CH3:21])[CH3:20])=[O:17])[C@H:14]([CH2:23][OH:24])[C@H:13]4[O:25][C:26]([CH3:29])([CH3:28])[O:27][C@@H:12]34)[C:4]=2[N:5]=[CH:6][N:7]=1.[N-:30]=[N+:31]=[N-:32].[Na+], predict the reaction product. The product is: [N:30]([C:2]1[C:3]2[NH:10][CH:9]=[C:8]([C@@H:11]3[N:15]([C:16]([O:18][C:19]([CH3:22])([CH3:21])[CH3:20])=[O:17])[C@H:14]([CH2:23][OH:24])[C@H:13]4[O:25][C:26]([CH3:29])([CH3:28])[O:27][C@@H:12]34)[C:4]=2[N:5]=[CH:6][N:7]=1)=[N+:31]=[N-:32]. (4) Given the reactants [CH:1]1([NH:4][C:5](=[O:29])[C:6]2[CH:11]=[CH:10][C:9]([CH3:12])=[C:8]([C:13]3[CH:14]=[C:15]4[C:20](=[CH:21][CH:22]=3)[N:19]=[C:18]([C:23]#[C:24][CH2:25][N:26]([CH3:28])[CH3:27])[N:17]=[CH:16]4)[CH:7]=2)[CH2:3][CH2:2]1, predict the reaction product. The product is: [CH:1]1([NH:4][C:5](=[O:29])[C:6]2[CH:11]=[CH:10][C:9]([CH3:12])=[C:8]([C:13]3[CH:14]=[C:15]4[C:20](=[CH:21][CH:22]=3)[N:19]=[C:18]([CH2:23][CH2:24][CH2:25][N:26]([CH3:27])[CH3:28])[N:17]=[CH:16]4)[CH:7]=2)[CH2:2][CH2:3]1. (5) Given the reactants [Br:1][C:2]1[CH:7]=[CH:6][C:5]([N+:8]([O-])=O)=[CH:4][C:3]=1[NH:11][C:12](=[O:20])[CH2:13][N:14]1[CH2:19][CH2:18][O:17][CH2:16][CH2:15]1.Cl.C([O-])(O)=O.[Na+], predict the reaction product. The product is: [NH2:8][C:5]1[CH:6]=[CH:7][C:2]([Br:1])=[C:3]([NH:11][C:12](=[O:20])[CH2:13][N:14]2[CH2:15][CH2:16][O:17][CH2:18][CH2:19]2)[CH:4]=1. (6) Given the reactants C(OC(=O)[NH:7][CH2:8][C:9]1[CH:14]=[CH:13][C:12]([CH2:15][NH:16][C:17]2[N:26]=[C:25]([N:27]([CH3:29])[CH3:28])[C:24]3[C:19](=[CH:20][CH:21]=[CH:22][CH:23]=3)[N:18]=2)=[CH:11][CH:10]=1)(C)(C)C.[ClH:31].CCOCC, predict the reaction product. The product is: [ClH:31].[NH2:7][CH2:8][C:9]1[CH:10]=[CH:11][C:12]([CH2:15][NH:16][C:17]2[N:26]=[C:25]([N:27]([CH3:29])[CH3:28])[C:24]3[C:19](=[CH:20][CH:21]=[CH:22][CH:23]=3)[N:18]=2)=[CH:13][CH:14]=1. (7) Given the reactants [CH3:1][S:2]([NH2:5])(=[O:4])=[O:3].[CH3:6][C:7]1[C:8]([CH3:33])=[CH:9][C:10]2[N:19]([CH2:20][CH2:21][N:22]3[CH2:26][CH2:25][CH2:24][C@H:23]3[C:27](O)=[O:28])[C:18]3[C:13]([C:14](=[O:31])[NH:15][C:16](=[O:30])[N:17]=3)=[N:12][C:11]=2[CH:32]=1.CC1C(C)=CC2N(CC=O)C3C(C(=O)NC(=O)N=3)=NC=2C=1.N1CCC[C@H]1C(O)=O.CN(C(ON1N=NC2C=CC=NC1=2)=[N+](C)C)C.F[P-](F)(F)(F)(F)F.CCN(C(C)C)C(C)C, predict the reaction product. The product is: [CH3:6][C:7]1[C:8]([CH3:33])=[CH:9][C:10]2[N:19]([CH2:20][CH2:21][N:22]3[CH2:26][CH2:25][CH2:24][C@H:23]3[C:27]([NH:5][S:2]([CH3:1])(=[O:4])=[O:3])=[O:28])[C:18]3[C:13]([C:14](=[O:31])[NH:15][C:16](=[O:30])[N:17]=3)=[N:12][C:11]=2[CH:32]=1.